Dataset: hERG Central: cardiac toxicity at 1µM, 10µM, and general inhibition. Task: Predict hERG channel inhibition at various concentrations. (1) The molecule is Cc1cccn2c(=O)c3cc(C(=O)NCCc4ccccc4)c(=N)n(CC4CCCO4)c3nc12. Results: hERG_inhib (hERG inhibition (general)): blocker. (2) The compound is COc1ccc(N2CCN(C(C)=C3C(=O)c4ccccc4C3=O)CC2)cc1. Results: hERG_inhib (hERG inhibition (general)): blocker. (3) The compound is Cc1ccc(S(=O)(=O)Nc2cc(C(=O)N3CCC4(CC3)OCCO4)ccc2N2CCCCC2)cc1. Results: hERG_inhib (hERG inhibition (general)): blocker. (4) The compound is O=C(NCC1CCCO1)c1ccc2c(=O)n(Cc3ccco3)c(SCC(=O)N3CCCC3)nc2c1. Results: hERG_inhib (hERG inhibition (general)): blocker. (5) The molecule is O=C(NC(=S)N1CCN(c2ccc(Cl)cc2[N+](=O)[O-])CC1)c1ccco1. Results: hERG_inhib (hERG inhibition (general)): blocker. (6) The drug is C=C(C)Cn1c(=O)c2c(nc3n2CCCN3CCc2ccccc2)n(C)c1=O. Results: hERG_inhib (hERG inhibition (general)): blocker. (7) The molecule is COc1ccc(-c2cc(C3CCN(Cc4cccc(C(F)(F)F)c4)CC3)[nH]n2)cc1. Results: hERG_inhib (hERG inhibition (general)): blocker. (8) The compound is Cc1ccc(OCC(=O)N2CCC3(CC2)CC(=O)c2ccccc2O3)cc1. Results: hERG_inhib (hERG inhibition (general)): blocker. (9) The molecule is O=C(c1ccccn1)C1CCCN(Cc2cn[nH]c2-c2cc3ccccc3o2)C1. Results: hERG_inhib (hERG inhibition (general)): blocker.